From a dataset of Catalyst prediction with 721,799 reactions and 888 catalyst types from USPTO. Predict which catalyst facilitates the given reaction. (1) Reactant: [F:1][C:2]1[C:30]([N:31]2[CH2:36][CH2:35][NH:34][CH2:33][CH2:32]2)=[CH:29][C:5]2[N:6]([CH2:17][C:18]3[CH:23]=[CH:22][C:21]([O:24][C:25]([F:28])([F:27])[F:26])=[CH:20][CH:19]=3)[C:7]([CH2:9][O:10][C:11]3[CH:16]=[CH:15][CH:14]=[CH:13][CH:12]=3)=[N:8][C:4]=2[CH:3]=1.[C:37](Cl)(=[O:42])[CH2:38][CH2:39][CH2:40][CH3:41]. Product: [F:1][C:2]1[C:30]([N:31]2[CH2:36][CH2:35][N:34]([C:37](=[O:42])[CH2:38][CH2:39][CH2:40][CH3:41])[CH2:33][CH2:32]2)=[CH:29][C:5]2[N:6]([CH2:17][C:18]3[CH:19]=[CH:20][C:21]([O:24][C:25]([F:26])([F:27])[F:28])=[CH:22][CH:23]=3)[C:7]([CH2:9][O:10][C:11]3[CH:12]=[CH:13][CH:14]=[CH:15][CH:16]=3)=[N:8][C:4]=2[CH:3]=1. The catalyst class is: 4. (2) Reactant: [CH2:1]([O:3][CH2:4][C:5]1[N:6]([CH2:22][CH:23]([CH3:25])[CH3:24])[C:7]2[C:16]3[C:11](=[CH:12][CH:13]=[C:14]([OH:17])[CH:15]=3)[N:10]3[N:18]=[N:19][N:20]=[C:9]3[C:8]=2[N:21]=1)[CH3:2].C(=O)([O-])[O-].[K+].[K+].Br[CH2:33][C:34]1[CH:35]=[C:36]([CH:41]=[CH:42][CH:43]=1)[C:37]([O:39][CH3:40])=[O:38].O. Product: [CH2:1]([O:3][CH2:4][C:5]1[N:6]([CH2:22][CH:23]([CH3:24])[CH3:25])[C:7]2[C:16]3[C:11](=[CH:12][CH:13]=[C:14]([O:17][CH2:33][C:34]4[CH:35]=[C:36]([CH:41]=[CH:42][CH:43]=4)[C:37]([O:39][CH3:40])=[O:38])[CH:15]=3)[N:10]3[N:18]=[N:19][N:20]=[C:9]3[C:8]=2[N:21]=1)[CH3:2]. The catalyst class is: 3.